This data is from Full USPTO retrosynthesis dataset with 1.9M reactions from patents (1976-2016). The task is: Predict the reactants needed to synthesize the given product. (1) Given the product [ClH:1].[ClH:1].[CH:2]1([N:7]2[CH:15]=[N:14][C:13]3[C:8]2=[N:9][C:10]([NH:24][CH:25]2[CH2:30][CH2:29][C:28](=[O:31])[CH2:27][CH2:26]2)=[N:11][C:12]=3[NH:16][CH2:17][C:18]2[CH:19]=[CH:20][CH:21]=[CH:22][CH:23]=2)[CH2:6][CH2:5][CH2:4][CH2:3]1, predict the reactants needed to synthesize it. The reactants are: [ClH:1].[CH:2]1([N:7]2[CH:15]=[N:14][C:13]3[C:8]2=[N:9][C:10]([NH:24][C@H:25]2[CH2:30][CH2:29][C@H:28]([OH:31])[CH2:27][CH2:26]2)=[N:11][C:12]=3[NH:16][CH2:17][C:18]2[CH:23]=[CH:22][CH:21]=[CH:20][CH:19]=2)[CH2:6][CH2:5][CH2:4][CH2:3]1.[Cr](O[Cr]([O-])(=O)=O)([O-])(=O)=O.[NH+]1C=CC=CC=1.[NH+]1C=CC=CC=1. (2) Given the product [CH3:1][CH:2]([C:17]1[CH:18]=[CH:19][C:20]([CH2:23][O:24][CH2:25][CH2:26][O:27][CH2:28][CH2:29][O:30][CH2:31][CH2:32][O:33][CH2:34][CH2:35][OH:36])=[CH:21][CH:22]=1)[CH2:3][CH2:4][CH2:5][CH2:6][CH2:7][CH2:8][CH2:9][CH2:10][CH2:11][CH2:12][CH2:13][CH2:14][CH2:15][CH3:16], predict the reactants needed to synthesize it. The reactants are: [CH3:1][CH:2]([C:17]1[CH:22]=[CH:21][C:20]([CH2:23][O:24][CH2:25][CH2:26][O:27][CH2:28][CH2:29][O:30][CH2:31][CH2:32][O:33][CH2:34][CH2:35][O:36]C2CCCCO2)=[CH:19][CH:18]=1)[CH2:3][CH2:4][CH2:5][CH2:6][CH2:7][CH2:8][CH2:9][CH2:10][CH2:11][CH2:12][CH2:13][CH2:14][CH2:15][CH3:16].CC1C=CC(S(O)(=O)=O)=CC=1.O. (3) Given the product [F:13][C:12]([F:15])([F:14])[C@@H:9]1[CH2:10][CH2:11][C@H:6]([O:5][C:17]2[CH:18]=[C:19]3[C:24](=[CH:25][CH:26]=2)[CH:23]=[C:22]([C:27](=[O:29])[CH3:28])[CH:21]=[CH:20]3)[CH2:7][CH2:8]1, predict the reactants needed to synthesize it. The reactants are: CS([O:5][C@H:6]1[CH2:11][CH2:10][C@H:9]([C:12]([F:15])([F:14])[F:13])[CH2:8][CH2:7]1)(=O)=O.O[C:17]1[CH:18]=[C:19]2[C:24](=[CH:25][CH:26]=1)[CH:23]=[C:22]([C:27](=[O:29])[CH3:28])[CH:21]=[CH:20]2.C([O-])([O-])=O.[Cs+].[Cs+].